Dataset: NCI-60 drug combinations with 297,098 pairs across 59 cell lines. Task: Regression. Given two drug SMILES strings and cell line genomic features, predict the synergy score measuring deviation from expected non-interaction effect. Drug 1: CC1=CC2C(CCC3(C2CCC3(C(=O)C)OC(=O)C)C)C4(C1=CC(=O)CC4)C. Drug 2: CC1C(C(CC(O1)OC2CC(CC3=C2C(=C4C(=C3O)C(=O)C5=CC=CC=C5C4=O)O)(C(=O)C)O)N)O. Cell line: ACHN. Synergy scores: CSS=50.3, Synergy_ZIP=-2.81, Synergy_Bliss=-4.84, Synergy_Loewe=-20.1, Synergy_HSA=-2.92.